Dataset: Forward reaction prediction with 1.9M reactions from USPTO patents (1976-2016). Task: Predict the product of the given reaction. The product is: [Cl:42][C:41]1[CH:7]=[CH:8][CH:3]=[CH:4][C:5]=1[C@:3]1([CH2:2][N:34]2[CH2:39][CH2:38][O:37][CH2:36][CH2:35]2)[CH:8]=[CH:7][C:6]([CH2:9][N:10]2[CH2:11][C:12](=[C:14]([C:19]3[CH:24]=[C:23]([F:25])[CH:22]=[C:21]([F:26])[CH:20]=3)[S:15]([CH3:18])(=[O:17])=[O:16])[CH2:13]2)=[CH:5][CH2:4]1. Given the reactants Cl[CH2:2][C:3]1[CH:8]=[CH:7][C:6]([C@H:9](C2C=CC(Cl)=CC=2)[N:10]2[CH2:13][C:12](=[C:14]([C:19]3[CH:24]=[C:23]([F:25])[CH:22]=[C:21]([F:26])[CH:20]=3)[S:15]([CH3:18])(=[O:17])=[O:16])[CH2:11]2)=[CH:5][CH:4]=1.[NH:34]1[CH2:39][CH2:38][O:37][CH2:36][CH2:35]1.Cl[CH2:41][Cl:42], predict the reaction product.